Task: Regression. Given two drug SMILES strings and cell line genomic features, predict the synergy score measuring deviation from expected non-interaction effect.. Dataset: NCI-60 drug combinations with 297,098 pairs across 59 cell lines (1) Drug 1: CNC(=O)C1=NC=CC(=C1)OC2=CC=C(C=C2)NC(=O)NC3=CC(=C(C=C3)Cl)C(F)(F)F. Drug 2: CC(C)NC(=O)C1=CC=C(C=C1)CNNC.Cl. Cell line: SK-MEL-5. Synergy scores: CSS=4.75, Synergy_ZIP=2.08, Synergy_Bliss=6.50, Synergy_Loewe=5.17, Synergy_HSA=5.46. (2) Drug 1: CNC(=O)C1=CC=CC=C1SC2=CC3=C(C=C2)C(=NN3)C=CC4=CC=CC=N4. Drug 2: C1=CC(=CC=C1CCC2=CNC3=C2C(=O)NC(=N3)N)C(=O)NC(CCC(=O)O)C(=O)O. Cell line: SK-MEL-2. Synergy scores: CSS=13.5, Synergy_ZIP=-2.86, Synergy_Bliss=0.707, Synergy_Loewe=-9.54, Synergy_HSA=-0.389. (3) Drug 1: CC1=C2C(C(=O)C3(C(CC4C(C3C(C(C2(C)C)(CC1OC(=O)C(C(C5=CC=CC=C5)NC(=O)OC(C)(C)C)O)O)OC(=O)C6=CC=CC=C6)(CO4)OC(=O)C)OC)C)OC. Drug 2: C1CN1P(=S)(N2CC2)N3CC3. Cell line: U251. Synergy scores: CSS=42.5, Synergy_ZIP=-6.15, Synergy_Bliss=-6.22, Synergy_Loewe=-13.4, Synergy_HSA=-2.26. (4) Drug 1: CN(C)C1=NC(=NC(=N1)N(C)C)N(C)C. Drug 2: CCC1(CC2CC(C3=C(CCN(C2)C1)C4=CC=CC=C4N3)(C5=C(C=C6C(=C5)C78CCN9C7C(C=CC9)(C(C(C8N6C)(C(=O)OC)O)OC(=O)C)CC)OC)C(=O)OC)O.OS(=O)(=O)O. Cell line: COLO 205. Synergy scores: CSS=57.5, Synergy_ZIP=2.54, Synergy_Bliss=-2.41, Synergy_Loewe=-68.4, Synergy_HSA=-7.29. (5) Drug 1: CCCS(=O)(=O)NC1=C(C(=C(C=C1)F)C(=O)C2=CNC3=C2C=C(C=N3)C4=CC=C(C=C4)Cl)F. Drug 2: CCC1(CC2CC(C3=C(CCN(C2)C1)C4=CC=CC=C4N3)(C5=C(C=C6C(=C5)C78CCN9C7C(C=CC9)(C(C(C8N6C)(C(=O)OC)O)OC(=O)C)CC)OC)C(=O)OC)O.OS(=O)(=O)O. Cell line: RXF 393. Synergy scores: CSS=41.0, Synergy_ZIP=5.39, Synergy_Bliss=9.24, Synergy_Loewe=-24.8, Synergy_HSA=11.3.